Dataset: Catalyst prediction with 721,799 reactions and 888 catalyst types from USPTO. Task: Predict which catalyst facilitates the given reaction. (1) Reactant: [F:1][CH:2]([F:18])[O:3][C:4]1[CH:9]=[C:8]([F:10])[C:7]([F:11])=[CH:6][C:5]=1[CH:12]1[CH2:17][CH2:16][NH:15][CH2:14][CH2:13]1.C(=O)([O-])[O-].[K+].[K+].Cl[C:26]1[N:27]=[N:28][CH:29]=[C:30](Cl)[C:31]=1[Cl:32].O.[NH2:35][NH2:36]. Product: [Cl:32][C:31]1[C:30]([N:15]2[CH2:14][CH2:13][CH:12]([C:5]3[CH:6]=[C:7]([F:11])[C:8]([F:10])=[CH:9][C:4]=3[O:3][CH:2]([F:1])[F:18])[CH2:17][CH2:16]2)=[CH:29][N:28]=[N:27][C:26]=1[NH:35][NH2:36]. The catalyst class is: 12. (2) Reactant: [Cl:1][C:2]1[C:7]([CH2:8][CH2:9][CH2:10][N:11]2[CH2:16][CH2:15][N:14]([CH3:17])[CH2:13][CH2:12]2)=[CH:6][C:5]([C:18]#[N:19])=[CH:4][C:3]=1[NH:20]C(=O)OC(C)(C)C.[C:28]([OH:34])([C:30]([F:33])([F:32])[F:31])=[O:29]. Product: [NH2:20][C:3]1[CH:4]=[C:5]([CH:6]=[C:7]([CH2:8][CH2:9][CH2:10][N:11]2[CH2:16][CH2:15][N:14]([CH3:17])[CH2:13][CH2:12]2)[C:2]=1[Cl:1])[C:18]#[N:19].[C:28]([OH:34])([C:30]([F:33])([F:32])[F:31])=[O:29]. The catalyst class is: 2. (3) Reactant: [Cl:1][C:2]1[CH:27]=[CH:26][C:5]([O:6][CH2:7][C:8]([N:10]2[CH2:15][C@H:14]([CH3:16])[N:13]([CH2:17][C:18]3[CH:23]=[CH:22][C:21]([F:24])=[CH:20][CH:19]=3)[CH2:12][C@H:11]2[CH3:25])=[O:9])=[C:4]([OH:28])[CH:3]=1.C1(P(C2C=CC=CC=2)C2C=CC=CC=2)C=CC=CC=1.[CH2:48]([O:50][C:51](=[O:55])[C@@H:52](O)[CH3:53])[CH3:49].C(OC(N=NC(OCC)=O)=O)C. Product: [CH2:48]([O:50][C:51](=[O:55])[CH:52]([O:28][C:4]1[CH:3]=[C:2]([Cl:1])[CH:27]=[CH:26][C:5]=1[O:6][CH2:7][C:8]([N:10]1[CH2:15][C@H:14]([CH3:16])[N:13]([CH2:17][C:18]2[CH:23]=[CH:22][C:21]([F:24])=[CH:20][CH:19]=2)[CH2:12][C@H:11]1[CH3:25])=[O:9])[CH3:53])[CH3:49]. The catalyst class is: 7. (4) Reactant: [CH3:1][C:2]1([CH3:10])[CH2:7][O:6][CH:5]([CH2:8][OH:9])[CH2:4][O:3]1.[OH-].[K+].[Mn]([O-])(=O)(=O)=[O:14].[K+]. Product: [CH3:1][C:2]1([CH3:10])[CH2:7][O:6][CH:5]([C:8]([OH:14])=[O:9])[CH2:4][O:3]1. The catalyst class is: 6. (5) Reactant: [NH2:1][C:2]1[C:3]2[NH:10][CH:9]=[C:8]([C@H:11]3[C@H:15]([OH:16])[C@H:14]([OH:17])[C@@H:13]([CH2:18][OH:19])[N:12]3C(OC(C)(C)C)=O)[C:4]=2[N:5]=[CH:6][N:7]=1.[ClH:27].C(O)C. Product: [ClH:27].[ClH:27].[NH2:1][C:2]1[C:3]2[NH:10][CH:9]=[C:8]([C@H:11]3[C@H:15]([OH:16])[C@H:14]([OH:17])[C@@H:13]([CH2:18][OH:19])[NH:12]3)[C:4]=2[N:5]=[CH:6][N:7]=1. The catalyst class is: 6. (6) Reactant: [Cl:1][C:2]1[S:6][C:5]([C:7]2[N:11]([CH2:12][C:13]3[CH:18]=[CH:17][CH:16]=[CH:15][C:14]=3[F:19])[C:10](=[O:20])[NH:9][CH:8]=2)=[CH:4][CH:3]=1.Cl[CH2:22][C:23]([O:25][CH2:26][CH3:27])=[O:24].C(=O)([O-])[O-].[K+].[K+]. Product: [CH2:26]([O:25][C:23](=[O:24])[CH2:22][N:9]1[CH:8]=[C:7]([C:5]2[S:6][C:2]([Cl:1])=[CH:3][CH:4]=2)[N:11]([CH2:12][C:13]2[CH:18]=[CH:17][CH:16]=[CH:15][C:14]=2[F:19])[C:10]1=[O:20])[CH3:27]. The catalyst class is: 115. (7) Reactant: C[O:2][C:3]1[N:7]([CH3:8])[N:6]=[C:5]([CH3:9])[C:4]=1[C:10]1[N:14]=[C:13]([C:15]2[CH:20]=[CH:19][CH:18]=[CH:17][CH:16]=2)[O:12][N:11]=1.B(Br)(Br)Br. Product: [CH3:8][N:7]1[C:3]([OH:2])=[C:4]([C:10]2[N:14]=[C:13]([C:15]3[CH:16]=[CH:17][CH:18]=[CH:19][CH:20]=3)[O:12][N:11]=2)[C:5]([CH3:9])=[N:6]1. The catalyst class is: 2. (8) Reactant: [C:1](=[O:4])([O-])O.[K+].[CH3:6][OH:7].[N:8]1[C:15](Cl)=[N:14][C:12](Cl)=[N:11][C:9]=1[Cl:10]. Product: [Cl:10][C:9]1[N:11]=[C:12]([O:7][CH3:6])[N:14]=[C:15]([O:4][CH3:1])[N:8]=1. The catalyst class is: 13. (9) Reactant: [CH3:1][O:2][C:3]1[CH:4]=[C:5]2[C:9](=[CH:10][CH:11]=1)[NH:8][N:7]=[CH:6]2.F[B-](F)(F)F.[CH3:17][O+](C)C. Product: [CH3:1][O:2][C:3]1[CH:11]=[CH:10][C:9]2[C:5](=[CH:6][N:7]([CH3:17])[N:8]=2)[CH:4]=1. The catalyst class is: 13.